Dataset: Forward reaction prediction with 1.9M reactions from USPTO patents (1976-2016). Task: Predict the product of the given reaction. (1) Given the reactants [OH:1][C:2]1([C:12]#[C:13][C:14]2[CH:22]=[CH:21][CH:20]=[CH:19][C:15]=2[C:16](O)=[O:17])[C:7]([CH3:9])([CH3:8])[CH:6]2[CH2:10][C:3]1([CH3:11])[CH2:4][CH2:5]2.ON1C2C=CC=CC=2N=N1.Cl.C(N=C=NCCCN(C)C)C.[NH2:45][C@H:46]([C:48]([O:50][CH3:51])=[O:49])[CH3:47].C(N(CC)CC)C, predict the reaction product. The product is: [OH:1][C:2]1([C:12]#[C:13][C:14]2[CH:22]=[CH:21][CH:20]=[CH:19][C:15]=2[C:16]([NH:45][C@H:46]([C:48]([O:50][CH3:51])=[O:49])[CH3:47])=[O:17])[C:3]([CH3:11])([CH3:10])[CH:4]2[CH2:8][C:7]1([CH3:9])[CH2:6][CH2:5]2. (2) Given the reactants [F:1][C:2]1[CH:9]=[C:8]([OH:10])[C:7]([OH:11])=[CH:6][C:3]=1[CH:4]=[O:5].[C:12]([O-])([O-])=O.[Cs+].[Cs+].O, predict the reaction product. The product is: [F:1][C:2]1[C:3]([CH:4]=[O:5])=[CH:6][C:7]2[O:11][CH2:12][O:10][C:8]=2[CH:9]=1. (3) Given the reactants [CH2:1]1[C:14]2[C:13]3[CH:12]=[CH:11][CH:10]=[CH:9][C:8]=3[NH:7][C:6]=2[C:5]([C:15]([O:17][CH2:18][CH3:19])=[O:16])=[CH:4][NH:3][CH2:2]1.[H-].[Na+].O.[CH3:23]N(C=O)C, predict the reaction product. The product is: [CH2:18]([O:17][C:15]([C:5]1[C:6]2[NH:7][C:8]3[CH:9]=[CH:10][CH:11]=[CH:12][C:13]=3[C:14]=2[CH2:1][CH2:2][N:3]([CH3:23])[CH:4]=1)=[O:16])[CH3:19]. (4) The product is: [BrH:16].[Br:16][C:8]1[CH:9]=[CH:10][C:3]([O:2][CH3:1])=[C:4]([CH:7]=1)[CH2:5][NH2:6]. Given the reactants [CH3:1][O:2][C:3]1[CH:10]=[CH:9][CH:8]=[CH:7][C:4]=1[CH2:5][NH2:6].CCOCC.[Br:16]Br, predict the reaction product. (5) The product is: [Cl:15][C:11]1[C:12]([CH3:14])=[CH:13][C:8]2[N:7]=[C:25]([C:26]3[CH:31]=[CH:30][CH:29]=[C:28]([C:32]4[N:33]=[CH:34][CH:35]=[CH:36][N:37]=4)[CH:27]=3)[CH2:24][C:23](=[O:39])[NH:16][C:9]=2[CH:10]=1. Given the reactants C(OC(=O)[NH:7][C:8]1[CH:13]=[C:12]([CH3:14])[C:11]([Cl:15])=[CH:10][C:9]=1[NH2:16])(C)(C)C.C(O[C:23](=[O:39])[CH2:24][C:25](=O)[C:26]1[CH:31]=[CH:30][CH:29]=[C:28]([C:32]2[N:37]=[CH:36][CH:35]=[CH:34][N:33]=2)[CH:27]=1)(C)(C)C, predict the reaction product. (6) Given the reactants F[C:2]1[CH:20]=[CH:19][C:5]([C:6]([N:8]([CH2:14][C:15]([F:18])([F:17])[F:16])[CH2:9][C:10]([F:13])([F:12])[F:11])=[O:7])=[CH:4][C:3]=1[N+:21]([O-:23])=[O:22].[NH2:24][CH2:25][CH:26]1[CH2:31][O:30][CH2:29][CH2:28][N:27]1[C:32]([O:34][C:35]([CH3:38])([CH3:37])[CH3:36])=[O:33], predict the reaction product. The product is: [F:11][C:10]([F:13])([F:12])[CH2:9][N:8]([CH2:14][C:15]([F:17])([F:18])[F:16])[C:6]([C:5]1[CH:19]=[CH:20][C:2]([NH:24][CH2:25][CH:26]2[CH2:31][O:30][CH2:29][CH2:28][N:27]2[C:32]([O:34][C:35]([CH3:38])([CH3:37])[CH3:36])=[O:33])=[C:3]([N+:21]([O-:23])=[O:22])[CH:4]=1)=[O:7].